This data is from Peptide-MHC class II binding affinity with 134,281 pairs from IEDB. The task is: Regression. Given a peptide amino acid sequence and an MHC pseudo amino acid sequence, predict their binding affinity value. This is MHC class II binding data. The peptide sequence is YDKFLANVSDVLTGK. The MHC is DRB1_0101 with pseudo-sequence DRB1_0101. The binding affinity (normalized) is 0.650.